This data is from Full USPTO retrosynthesis dataset with 1.9M reactions from patents (1976-2016). The task is: Predict the reactants needed to synthesize the given product. (1) Given the product [F:25][C:2]([F:1])([F:24])[C@@H:3]([O:23][C:34](=[O:35])[NH:33][C:30]1[CH:31]=[CH:32][C:27]([Cl:26])=[CH:28][CH:29]=1)[CH2:4][N:5]1[CH2:10][CH2:9][CH2:8][CH:7]([C:11]2[CH:16]=[CH:15][C:14]([F:17])=[C:13]([O:18][CH2:19][CH2:20][O:21][CH3:22])[CH:12]=2)[CH2:6]1, predict the reactants needed to synthesize it. The reactants are: [F:1][C:2]([F:25])([F:24])[C@@H:3]([OH:23])[CH2:4][N:5]1[CH2:10][CH2:9][CH2:8][CH:7]([C:11]2[CH:16]=[CH:15][C:14]([F:17])=[C:13]([O:18][CH2:19][CH2:20][O:21][CH3:22])[CH:12]=2)[CH2:6]1.[Cl:26][C:27]1[CH:32]=[CH:31][C:30]([N:33]=[C:34]=[O:35])=[CH:29][CH:28]=1. (2) Given the product [CH3:1][O:2][C:3](=[O:22])[CH2:4][C:5]1[CH:6]=[C:7]([OH:14])[CH:8]=[C:9]([CH:11]2[CH2:12][CH2:13]2)[CH:10]=1, predict the reactants needed to synthesize it. The reactants are: [CH3:1][O:2][C:3](=[O:22])[CH2:4][C:5]1[CH:10]=[C:9]([CH:11]2[CH2:13][CH2:12]2)[CH:8]=[C:7]([O:14][Si](C(C)(C)C)(C)C)[CH:6]=1.O. (3) Given the product [Br:1][C:2]1[CH:7]=[CH:6][C:5]([CH:8]2[C:15]3[C:14](=[O:13])[CH2:19][CH:18]([C:20]([OH:22])=[O:21])[CH2:17][C:16]=3[N:23]([C:24]3[CH:29]=[CH:28][CH:27]=[C:26]([C:30]([F:31])([F:32])[F:33])[CH:25]=3)[C:10](=[O:11])[NH:9]2)=[CH:4][CH:3]=1, predict the reactants needed to synthesize it. The reactants are: [Br:1][C:2]1[CH:7]=[CH:6][C:5]([CH:8](Cl)[N:9]=[C:10]=[O:11])=[CH:4][CH:3]=1.[O:13]=[C:14]1[CH2:19][CH:18]([C:20]([OH:22])=[O:21])[CH2:17][C:16]([NH:23][C:24]2[CH:29]=[CH:28][CH:27]=[C:26]([C:30]([F:33])([F:32])[F:31])[CH:25]=2)=[CH:15]1.O.[OH-].[Na+].